Dataset: NCI-60 drug combinations with 297,098 pairs across 59 cell lines. Task: Regression. Given two drug SMILES strings and cell line genomic features, predict the synergy score measuring deviation from expected non-interaction effect. (1) Drug 1: CCCS(=O)(=O)NC1=C(C(=C(C=C1)F)C(=O)C2=CNC3=C2C=C(C=N3)C4=CC=C(C=C4)Cl)F. Drug 2: COC1=C2C(=CC3=C1OC=C3)C=CC(=O)O2. Cell line: K-562. Synergy scores: CSS=-11.3, Synergy_ZIP=1.10, Synergy_Bliss=-8.89, Synergy_Loewe=-47.8, Synergy_HSA=-12.1. (2) Drug 1: C1CCC(C1)C(CC#N)N2C=C(C=N2)C3=C4C=CNC4=NC=N3. Drug 2: COC1=CC(=CC(=C1O)OC)C2C3C(COC3=O)C(C4=CC5=C(C=C24)OCO5)OC6C(C(C7C(O6)COC(O7)C8=CC=CS8)O)O. Cell line: OVCAR3. Synergy scores: CSS=25.1, Synergy_ZIP=-7.00, Synergy_Bliss=-5.02, Synergy_Loewe=-52.0, Synergy_HSA=-8.38. (3) Drug 1: CCC1(CC2CC(C3=C(CCN(C2)C1)C4=CC=CC=C4N3)(C5=C(C=C6C(=C5)C78CCN9C7C(C=CC9)(C(C(C8N6C=O)(C(=O)OC)O)OC(=O)C)CC)OC)C(=O)OC)O.OS(=O)(=O)O. Drug 2: CN1C2=C(C=C(C=C2)N(CCCl)CCCl)N=C1CCCC(=O)O.Cl. Cell line: EKVX. Synergy scores: CSS=-0.410, Synergy_ZIP=0.610, Synergy_Bliss=1.00, Synergy_Loewe=1.65, Synergy_HSA=-0.980. (4) Drug 1: CC1=C(C(=CC=C1)Cl)NC(=O)C2=CN=C(S2)NC3=CC(=NC(=N3)C)N4CCN(CC4)CCO. Drug 2: C1=CC=C(C(=C1)C(C2=CC=C(C=C2)Cl)C(Cl)Cl)Cl. Cell line: SF-295. Synergy scores: CSS=2.99, Synergy_ZIP=1.59, Synergy_Bliss=4.79, Synergy_Loewe=1.29, Synergy_HSA=1.97. (5) Drug 2: N.N.Cl[Pt+2]Cl. Drug 1: C1CCC(CC1)NC(=O)N(CCCl)N=O. Cell line: SK-MEL-5. Synergy scores: CSS=12.7, Synergy_ZIP=1.89, Synergy_Bliss=11.2, Synergy_Loewe=4.96, Synergy_HSA=6.05. (6) Synergy scores: CSS=-6.32, Synergy_ZIP=5.35, Synergy_Bliss=4.44, Synergy_Loewe=-5.32, Synergy_HSA=-3.58. Drug 2: CC1=C(C=C(C=C1)C(=O)NC2=CC(=CC(=C2)C(F)(F)F)N3C=C(N=C3)C)NC4=NC=CC(=N4)C5=CN=CC=C5. Cell line: MDA-MB-435. Drug 1: CS(=O)(=O)C1=CC(=C(C=C1)C(=O)NC2=CC(=C(C=C2)Cl)C3=CC=CC=N3)Cl. (7) Drug 1: CC1=C2C(C(=O)C3(C(CC4C(C3C(C(C2(C)C)(CC1OC(=O)C(C(C5=CC=CC=C5)NC(=O)C6=CC=CC=C6)O)O)OC(=O)C7=CC=CC=C7)(CO4)OC(=O)C)O)C)OC(=O)C. Drug 2: CC(C)(C#N)C1=CC(=CC(=C1)CN2C=NC=N2)C(C)(C)C#N. Cell line: HL-60(TB). Synergy scores: CSS=13.2, Synergy_ZIP=-10.5, Synergy_Bliss=-14.7, Synergy_Loewe=-12.3, Synergy_HSA=-10.2. (8) Drug 1: C1CC(=O)NC(=O)C1N2CC3=C(C2=O)C=CC=C3N. Drug 2: C1CN(CCN1C(=O)CCBr)C(=O)CCBr. Cell line: MOLT-4. Synergy scores: CSS=61.3, Synergy_ZIP=-1.45, Synergy_Bliss=-17.9, Synergy_Loewe=-53.0, Synergy_HSA=-25.9. (9) Drug 1: CC1C(C(=O)NC(C(=O)N2CCCC2C(=O)N(CC(=O)N(C(C(=O)O1)C(C)C)C)C)C(C)C)NC(=O)C3=C4C(=C(C=C3)C)OC5=C(C(=O)C(=C(C5=N4)C(=O)NC6C(OC(=O)C(N(C(=O)CN(C(=O)C7CCCN7C(=O)C(NC6=O)C(C)C)C)C)C(C)C)C)N)C. Drug 2: C1=CC=C(C(=C1)C(C2=CC=C(C=C2)Cl)C(Cl)Cl)Cl. Cell line: IGROV1. Synergy scores: CSS=9.97, Synergy_ZIP=-6.92, Synergy_Bliss=-8.90, Synergy_Loewe=-37.4, Synergy_HSA=-9.16.